From a dataset of Full USPTO retrosynthesis dataset with 1.9M reactions from patents (1976-2016). Predict the reactants needed to synthesize the given product. (1) The reactants are: [NH2:1][C:2]1[C:3]([C:9]([O:11]C)=[O:10])=[N:4][C:5]([Br:8])=[CH:6][N:7]=1.[OH-].[Na+]. Given the product [NH2:1][C:2]1[C:3]([C:9]([OH:11])=[O:10])=[N:4][C:5]([Br:8])=[CH:6][N:7]=1, predict the reactants needed to synthesize it. (2) The reactants are: [NH2:1][CH:2]([CH2:8][C:9]1[CH:14]=[CH:13][C:12]([CH3:15])=[C:11]([CH3:16])[CH:10]=1)[C:3]([O:5][CH2:6][CH3:7])=[O:4].[NH:17]1[CH2:22][CH2:21][CH:20]([N:23]2[CH2:32][C:31]3[C:26](=[CH:27][CH:28]=[CH:29][CH:30]=3)[NH:25][C:24]2=[O:33])[CH2:19][CH2:18]1.C1C[O:37][CH2:36]C1. Given the product [CH3:16][C:11]1[CH:10]=[C:9]([CH2:8][CH:2]([NH:1][C:36]([N:17]2[CH2:18][CH2:19][CH:20]([N:23]3[CH2:32][C:31]4[C:26](=[CH:27][CH:28]=[CH:29][CH:30]=4)[NH:25][C:24]3=[O:33])[CH2:21][CH2:22]2)=[O:37])[C:3]([O:5][CH2:6][CH3:7])=[O:4])[CH:14]=[CH:13][C:12]=1[CH3:15], predict the reactants needed to synthesize it. (3) Given the product [NH2:7][C:8]1[CH:27]=[CH:26][C:11]([O:12][C:13]2[CH:18]=[CH:17][N:16]=[C:15]([CH2:19][OH:20])[CH:14]=2)=[CH:10][C:9]=1[F:28], predict the reactants needed to synthesize it. The reactants are: [H-].[H-].[H-].[H-].[Li+].[Al+3].[NH2:7][C:8]1[CH:27]=[CH:26][C:11]([O:12][C:13]2[CH:18]=[CH:17][N:16]=[C:15]([C:19](OC(C)(C)C)=[O:20])[CH:14]=2)=[CH:10][C:9]=1[F:28]. (4) Given the product [CH2:1]([N:3]([CH2:21][CH2:22][S:23]([CH3:24])=[O:26])[C:4]([C:6]1[S:10][C:9]([C:11]2[CH:12]=[N:13][CH:14]=[CH:15][CH:16]=2)=[N:8][C:7]=1[C:17]([F:19])([F:18])[F:20])=[O:5])[CH3:2], predict the reactants needed to synthesize it. The reactants are: [CH2:1]([N:3]([CH2:21][CH2:22][S:23][CH3:24])[C:4]([C:6]1[S:10][C:9]([C:11]2[CH:12]=[N:13][CH:14]=[CH:15][CH:16]=2)=[N:8][C:7]=1[C:17]([F:20])([F:19])[F:18])=[O:5])[CH3:2].B1([O-])O[O:26]1.O.O.O.O.[Na+].C(=O)([O-])O.[Na+]. (5) Given the product [F:22][C:2]([F:1])([F:21])[C:3]1[CH:8]=[CH:7][N:6]=[C:5]([NH:9][C:10]([NH:12][CH:13]([CH2:18][CH:19]=[CH2:20])[C:14]([OH:16])=[O:15])=[O:11])[CH:4]=1, predict the reactants needed to synthesize it. The reactants are: [F:1][C:2]([F:22])([F:21])[C:3]1[CH:8]=[CH:7][N:6]=[C:5]([NH:9][C:10]([NH:12][CH:13]([CH2:18][CH:19]=[CH2:20])[C:14]([O:16]C)=[O:15])=[O:11])[CH:4]=1.Cl. (6) Given the product [C:63]([C:66]1[CH:67]=[CH:68][C:69]([C:70]([NH:7][CH2:6][CH2:5][CH2:4][CH2:3][C@H:2]([NH2:1])[C:25](=[O:27])[NH2:36])=[O:72])=[CH:73][CH:74]=1)(=[O:65])[CH3:64], predict the reactants needed to synthesize it. The reactants are: [NH:1](C(OC(C)(C)C)=O)[C@H:2]([C:25]([OH:27])=O)[CH2:3][CH2:4][CH2:5][CH2:6][NH:7]C(OCC1C2C(=CC=CC=2)C2C1=CC=CC=2)=O.O[N:36]1C2C=CC=CC=2N=N1.C(N=C=NC(C)C)(C)C.C(N(C(C)C)C(C)C)C.[C:63]([C:66]1[CH:74]=[CH:73][C:69]([C:70]([OH:72])=O)=[CH:68][CH:67]=1)(=[O:65])[CH3:64]. (7) Given the product [CH2:1]([C:3]1[CH:8]=[CH:7][C:6]([OH:9])=[C:5]([O:11][C:12]2[CH:17]=[CH:16][CH:15]=[CH:14][CH:13]=2)[CH:4]=1)[CH3:2], predict the reactants needed to synthesize it. The reactants are: [CH2:1]([C:3]1[CH:8]=[CH:7][C:6]([O:9]C)=[C:5]([O:11][C:12]2[CH:17]=[CH:16][CH:15]=[CH:14][CH:13]=2)[CH:4]=1)[CH3:2]. (8) The reactants are: [CH2:1]([O:8][C:9]1[CH:10]=[CH:11][C:12]2[C:13]3[N:21]([CH2:22][C:23]([NH:26][S:27]([CH3:30])(=[O:29])=[O:28])([CH3:25])[CH3:24])[C:20]([CH2:31][O:32][CH2:33][CH3:34])=[N:19][C:14]=3[CH:15]=[N:16][C:17]=2[CH:18]=1)[C:2]1[CH:7]=[CH:6][CH:5]=[CH:4][CH:3]=1.C([O:42]C1C=CC2C3N(CCOC4C=CC=CC=4)C(CCCCNC(=O)OC(C)(C)C)=NC=3C=NC=2C=1)C1C=CC=CC=1. Given the product [CH2:1]([O:8][C:9]1[CH:10]=[CH:11][C:12]2[C:13]3[N:21]([CH2:22][C:23]([NH:26][S:27]([CH3:30])(=[O:29])=[O:28])([CH3:25])[CH3:24])[C:20]([CH2:31][O:32][CH2:33][CH3:34])=[N:19][C:14]=3[CH:15]=[N+:16]([O-:42])[C:17]=2[CH:18]=1)[C:2]1[CH:3]=[CH:4][CH:5]=[CH:6][CH:7]=1, predict the reactants needed to synthesize it. (9) The reactants are: [OH:1][C:2]1[CH:3]=[CH:4][C:5]([NH:12][S:13]([C:16]2[CH:21]=[CH:20][C:19]([CH3:22])=[CH:18][CH:17]=2)(=[O:15])=[O:14])=[C:6]([CH:11]=1)[C:7]([O:9][CH3:10])=[O:8].F[C:24]1[CH:33]=[CH:32][C:27]([C:28]([O:30][CH3:31])=[O:29])=[C:26]([N+:34]([O-:36])=[O:35])[CH:25]=1.C(=O)([O-])[O-].[K+].[K+]. Given the product [N+:34]([C:26]1[CH:25]=[CH:24][C:33]([O:1][C:2]2[CH:3]=[CH:4][C:5]([NH:12][S:13]([C:16]3[CH:21]=[CH:20][C:19]([CH3:22])=[CH:18][CH:17]=3)(=[O:15])=[O:14])=[C:6]([CH:11]=2)[C:7]([O:9][CH3:10])=[O:8])=[CH:32][C:27]=1[C:28]([O:30][CH3:31])=[O:29])([O-:36])=[O:35], predict the reactants needed to synthesize it.